From a dataset of Forward reaction prediction with 1.9M reactions from USPTO patents (1976-2016). Predict the product of the given reaction. (1) Given the reactants [CH3:1][C:2]1[CH:10]=[CH:9][C:8]([N:11]([CH3:20])[S:12]([C:15]2[S:16][CH:17]=[CH:18][CH:19]=2)(=[O:14])=[O:13])=[C:7]2[C:3]=1[CH:4]=[C:5]([C:21]1[S:22][CH:23]([CH2:26][C:27]([O:29]CC)=[O:28])[CH2:24][N:25]=1)[NH:6]2.[OH-].[K+].C(O)(=O)CC(CC(O)=O)(C(O)=O)O, predict the reaction product. The product is: [CH3:1][C:2]1[CH:10]=[CH:9][C:8]([N:11]([CH3:20])[S:12]([C:15]2[S:16][CH:17]=[CH:18][CH:19]=2)(=[O:14])=[O:13])=[C:7]2[C:3]=1[CH:4]=[C:5]([C:21]1[S:22][CH:23]([CH2:26][C:27]([OH:29])=[O:28])[CH2:24][N:25]=1)[NH:6]2. (2) Given the reactants [OH:1][C:2]1[C:7]2[C@@:8]3([OH:45])[C@@:21]([O:25][CH3:26])([C@H:22]([OH:24])[CH2:23][C:6]=2[CH:5]=[C:4]([CH3:46])[C:3]=1[C:47]([O:49][CH3:50])=[O:48])[C:20](=[O:27])[C:19]1[C:10](=[CH:11][C:12]2[C:13](=[O:43])[C:14]([NH:30][C@@H:31]4[C@H:36]([O:37][CH3:38])[C@H:35]([OH:39])[C@@H:34]([O:40][CH3:41])[C@H:33]([CH3:42])[O:32]4)=[CH:15][C:16](=[O:29])[C:17]=2[C:18]=1[OH:28])[C:9]3=[O:44].C(=O)([O-])[O-].[K+].[K+].[CH2:57](Br)[C:58]1[CH:63]=[CH:62][CH:61]=[CH:60][CH:59]=1, predict the reaction product. The product is: [CH2:57]([O:1][C:2]1[C:7]2[C@@:8]3([OH:45])[C@@:21]([O:25][CH3:26])([C@H:22]([OH:24])[CH2:23][C:6]=2[CH:5]=[C:4]([CH3:46])[C:3]=1[C:47]([O:49][CH3:50])=[O:48])[C:20](=[O:27])[C:19]1[C:10](=[CH:11][C:12]2[C:13](=[O:43])[C:14]([NH:30][C@@H:31]4[C@H:36]([O:37][CH3:38])[C@H:35]([OH:39])[C@@H:34]([O:40][CH3:41])[C@H:33]([CH3:42])[O:32]4)=[CH:15][C:16](=[O:29])[C:17]=2[C:18]=1[OH:28])[C:9]3=[O:44])[C:58]1[CH:63]=[CH:62][CH:61]=[CH:60][CH:59]=1. (3) Given the reactants [CH:1]1([OH:13])C[CH2:11][CH2:10][CH2:9][CH2:8][CH2:7][CH2:6][CH2:5][CH2:4][CH2:3][CH2:2]1.C1(=O)CCCCCCCCCCC1.C1CCCCCCCCCCC1, predict the reaction product. The product is: [CH:1](=[O:13])[CH2:2][CH2:3][CH2:4][CH2:5][CH2:6][CH2:7][CH2:8][CH2:9][CH2:10][CH3:11]. (4) The product is: [Si:1]([O:8][C@H:9]1[CH2:14][O:13][C@H:12]([C:15]([O:17][C:18]([CH3:21])([CH3:20])[CH3:19])=[O:16])[CH2:11][CH2:10]1)([C:4]([CH3:7])([CH3:6])[CH3:5])([CH3:3])[CH3:2]. Given the reactants [Si:1]([O:8][C@H:9]1[CH2:14][O:13][C@H:12]([C:15]([OH:17])=[O:16])[CH2:11][CH2:10]1)([C:4]([CH3:7])([CH3:6])[CH3:5])([CH3:3])[CH3:2].[C:18](OC(O[C:18]([CH3:21])([CH3:20])[CH3:19])N(C)C)([CH3:21])([CH3:20])[CH3:19], predict the reaction product.